Dataset: Full USPTO retrosynthesis dataset with 1.9M reactions from patents (1976-2016). Task: Predict the reactants needed to synthesize the given product. (1) Given the product [C:1]1(=[C:8]([C:24]2[CH:29]=[CH:28][C:27]([OH:30])=[CH:26][CH:25]=2)[C:9]2[CH:14]=[CH:13][C:12]([O:15][CH2:16][CH2:17][CH2:18][C:19]([OH:21])=[O:20])=[CH:11][CH:10]=2)[CH2:7][CH2:6][CH2:5][CH2:4][CH2:3][CH2:2]1, predict the reactants needed to synthesize it. The reactants are: [C:1]1(=[C:8]([C:24]2[CH:29]=[CH:28][C:27]([OH:30])=[CH:26][CH:25]=2)[C:9]2[CH:14]=[CH:13][C:12]([O:15][CH2:16][CH2:17][CH2:18][C:19]([O:21]CC)=[O:20])=[CH:11][CH:10]=2)[CH2:7][CH2:6][CH2:5][CH2:4][CH2:3][CH2:2]1.CCO.[OH-].[Na+]. (2) Given the product [CH2:1]([C:3]1[O:4][C:5]2[CH:23]=[CH:22][CH:21]=[CH:20][C:6]=2[C:7]=1[C:8]([C:10]1[CH:15]=[C:14]([CH3:16])[C:13]([OH:17])=[C:12]([CH3:19])[CH:11]=1)=[O:9])[CH3:2], predict the reactants needed to synthesize it. The reactants are: [CH2:1]([C:3]1[O:4][C:5]2[CH:23]=[CH:22][CH:21]=[CH:20][C:6]=2[C:7]=1[C:8]([C:10]1[CH:15]=[C:14]([CH3:16])[C:13]([O:17]C)=[C:12]([CH3:19])[CH:11]=1)=[O:9])[CH3:2]. (3) Given the product [F:1][B-:2]([F:5])([F:4])[F:3].[CH2:28]([N:25]([CH2:26][CH3:27])[C:22]([CH3:24])([CH3:23])[C:21]([C:18]1[CH:17]=[CH:16][C:15]([S+:14]([CH3:31])[CH3:13])=[CH:20][CH:19]=1)=[O:30])[CH3:29], predict the reactants needed to synthesize it. The reactants are: [F:1][B-:2]([F:5])([F:4])[F:3].[Na+].COS([O-])(=O)=O.[CH3:13][S+:14]([CH3:31])[C:15]1[CH:20]=[CH:19][C:18]([C:21](=[O:30])[C:22]([NH+:25]([CH2:28][CH3:29])[CH2:26][CH3:27])([CH3:24])[CH3:23])=[CH:17][CH:16]=1.COS([O-])(=O)=O.C(=O)([O-])[O-].[Na+].[Na+]. (4) Given the product [CH2:15]([NH:18][C:12]([C:9]1[O:8][C:7]2[CH:6]=[CH:5][CH:4]=[C:3]([O:2][CH3:1])[C:11]=2[CH:10]=1)=[O:14])[C:16]#[CH:17], predict the reactants needed to synthesize it. The reactants are: [CH3:1][O:2][C:3]1[C:11]2[CH:10]=[C:9]([C:12]([OH:14])=O)[O:8][C:7]=2[CH:6]=[CH:5][CH:4]=1.[CH2:15]([NH2:18])[C:16]#[CH:17].CCN=C=NCCCN(C)C.C1C=CC2N(O)N=NC=2C=1. (5) The reactants are: [CH:1]1([CH2:7][NH2:8])[CH2:6][CH2:5][CH2:4][CH2:3][CH2:2]1.F[C:10]1[CH:15]=[CH:14][C:13]([NH:16][S:17]([C:20]2[CH:25]=[CH:24][CH:23]=[CH:22][CH:21]=2)(=[O:19])=[O:18])=[CH:12][C:11]=1[N+:26]([O-:28])=[O:27]. Given the product [CH:1]1([CH2:7][NH:8][C:10]2[CH:15]=[CH:14][C:13]([NH:16][S:17]([C:20]3[CH:25]=[CH:24][CH:23]=[CH:22][CH:21]=3)(=[O:19])=[O:18])=[CH:12][C:11]=2[N+:26]([O-:28])=[O:27])[CH2:6][CH2:5][CH2:4][CH2:3][CH2:2]1, predict the reactants needed to synthesize it.